From a dataset of Forward reaction prediction with 1.9M reactions from USPTO patents (1976-2016). Predict the product of the given reaction. (1) Given the reactants [CH2:1]([O:3][C:4]([C:6]1[CH2:11][C@@H:10]([NH2:12])[C@H:9]([OH:13])[C@H:8]([O:14][CH:15]([CH2:18][CH3:19])[CH2:16][CH3:17])[CH:7]=1)=[O:5])[CH3:2].[Na+:20].[CH:21]([C:23]1[CH:28]=[CH:27][CH:26]=[CH:25][C:24]=1[S:29]([O-:32])(=[O:31])=[O:30])=O, predict the reaction product. The product is: [Na+:20].[CH2:1]([O:3][C:4]([C:6]1[CH2:11][C@@H:10]([N:12]=[CH:21][C:23]2[CH:28]=[CH:27][CH:26]=[CH:25][C:24]=2[S:29]([O-:32])(=[O:31])=[O:30])[C@H:9]([OH:13])[C@H:8]([O:14][CH:15]([CH2:16][CH3:17])[CH2:18][CH3:19])[CH:7]=1)=[O:5])[CH3:2]. (2) Given the reactants [Cl:1][C:2]1[CH:7]=[C:6]2[NH:8][C:9](=[O:44])[C@@:10]3([C@H:14]([CH2:15][C@@H:16]([CH3:21])[C:17]([F:20])([F:19])[F:18])[NH:13][C@@H:12]([C:22]([NH:24][C:25]4[CH:33]=[CH:32][C:28]([C:29]([OH:31])=O)=[CH:27][C:26]=4[O:34][CH3:35])=[O:23])[C@@H:11]3[C:36]3[CH:41]=[CH:40][CH:39]=[C:38]([Cl:42])[C:37]=3[F:43])[C:5]2=[CH:4][CH:3]=1.C1N=C[N:47](C(N2C=NC=C2)=O)C=1.N, predict the reaction product. The product is: [C:29]([C:28]1[CH:32]=[CH:33][C:25]([NH:24][C:22]([CH:12]2[CH:11]([C:36]3[CH:41]=[CH:40][CH:39]=[C:38]([Cl:42])[C:37]=3[F:43])[C:10]3([C:5]4[C:6](=[CH:7][C:2]([Cl:1])=[CH:3][CH:4]=4)[NH:8][C:9]3=[O:44])[CH:14]([CH2:15][C@@H:16]([CH3:21])[C:17]([F:19])([F:20])[F:18])[NH:13]2)=[O:23])=[C:26]([O:34][CH3:35])[CH:27]=1)(=[O:31])[NH2:47].